Dataset: Full USPTO retrosynthesis dataset with 1.9M reactions from patents (1976-2016). Task: Predict the reactants needed to synthesize the given product. (1) Given the product [N:23]([C@H:26]1[CH2:27][O:28][C@H:29]([CH2:33][O:34][Si:35]([C:38]([CH3:39])([CH3:40])[CH3:41])([CH3:37])[CH3:36])[C:30](=[O:32])[CH2:31]1)=[N+:24]=[N-:25], predict the reactants needed to synthesize it. The reactants are: CC(OI1(OC(C)=O)(OC(C)=O)OC(=O)C2C=CC=CC1=2)=O.[N:23]([C@@H:26]1[CH2:31][C@H:30]([OH:32])[C@@H:29]([CH2:33][O:34][Si:35]([C:38]([CH3:41])([CH3:40])[CH3:39])([CH3:37])[CH3:36])[O:28][CH2:27]1)=[N+:24]=[N-:25].S([O-])([O-])(=O)=S.[Na+].[Na+]. (2) Given the product [CH2:1]([O:4][C:5]([C:7]1[N:8]2[C@H:11]([CH2:12][C:13]=1[C:14]1[CH:29]=[CH:28][C:17]3[N:18]([C:22]([O:24][CH2:25][CH:26]=[CH2:27])=[O:23])[C:19](=[O:21])[O:20][C:16]=3[CH:15]=1)[C@@H:10]([C@H:30]([OH:32])[CH3:31])[C:9]2=[O:37])=[O:6])[CH:2]=[CH2:3], predict the reactants needed to synthesize it. The reactants are: [CH2:1]([O:4][C:5]([C:7]1[N:8]2[C@H:11]([CH2:12][C:13]=1[C:14]1[CH:29]=[CH:28][C:17]3[N:18]([C:22]([O:24][CH2:25][CH:26]=[CH2:27])=[O:23])[C:19](=[O:21])[O:20][C:16]=3[CH:15]=1)[C@@H:10]([C@H:30]([O:32][Si](C)(C)C)[CH3:31])[C:9]2=[O:37])=[O:6])[CH:2]=[CH2:3].Cl.C(=O)([O-])O.[Na+]. (3) Given the product [F:2][CH:3]1[CH2:8][CH2:7][N:6]([CH2:10][C:9]#[N:12])[CH2:5][CH2:4]1, predict the reactants needed to synthesize it. The reactants are: Cl.[F:2][CH:3]1[CH2:8][CH2:7][NH:6][CH2:5][CH2:4]1.[C:9](#[N:12])[CH2:10]O.C(=O)([O-])[O-].[Na+].[Na+]. (4) The reactants are: [CH3:1][O:2][C:3](=[O:18])[CH2:4][C:5]1[CH:17]=[CH:16][C:8]([C:9]([O:11][C:12]([CH3:15])([CH3:14])[CH3:13])=[O:10])=[CH:7][CH:6]=1.C[Si](C)(C)[N-][Si](C)(C)C.[Li+].[CH3:29][N+:30]([CH3:32])=[CH2:31].[I-]. Given the product [CH3:29][N:30]([CH2:32][CH:4]([C:5]1[CH:17]=[CH:16][C:8]([C:9]([O:11][C:12]([CH3:14])([CH3:15])[CH3:13])=[O:10])=[CH:7][CH:6]=1)[C:3]([O:2][CH3:1])=[O:18])[CH3:31], predict the reactants needed to synthesize it. (5) Given the product [OH:17][CH2:16][C:15]([C:18]1[CH:23]=[N:22][CH:21]=[C:20]([O:24][CH3:25])[N:19]=1)=[O:14], predict the reactants needed to synthesize it. The reactants are: O.CC1C=CC(S(O)(=O)=O)=CC=1.C[O:14][C:15](OC)([C:18]1[CH:23]=[N:22][CH:21]=[C:20]([O:24][CH3:25])[N:19]=1)[CH2:16][OH:17].[Cl-].[Na+].C(=O)([O-])O.[Na+]. (6) Given the product [CH3:7][C:8]1[CH:13]=[C:12]([NH:14][C:15]([CH3:17])=[O:16])[CH:11]=[CH:10][C:9]=1[C:19]1[CH:24]=[CH:23][CH:22]=[CH:21][CH:20]=1, predict the reactants needed to synthesize it. The reactants are: C(=O)([O-])[O-].[Na+].[Na+].[CH3:7][C:8]1[CH:13]=[C:12]([NH:14][C:15]([CH3:17])=[O:16])[CH:11]=[CH:10][C:9]=1Br.[C:19]1(B(O)O)[CH:24]=[CH:23][CH:22]=[CH:21][CH:20]=1.O. (7) Given the product [C:1]([O:5][C:6](=[O:34])[NH:7][CH:8]([C:10]1[CH:11]=[N:12][C:13]([F:33])=[CH:14][C:15]=1[C:16]1[C:21]2[S:22][C:23]([C:25]3[C:30]([F:31])=[CH:29][N:28]=[C:27]([NH:35][CH2:36][CH2:37][N:38]4[CH:42]=[CH:41][NH:40][C:39]4=[O:43])[N:26]=3)=[CH:24][C:20]=2[CH:19]=[CH:18][CH:17]=1)[CH3:9])([CH3:4])([CH3:3])[CH3:2], predict the reactants needed to synthesize it. The reactants are: [C:1]([O:5][C:6](=[O:34])[NH:7][CH:8]([C:10]1[CH:11]=[N:12][C:13]([F:33])=[CH:14][C:15]=1[C:16]1[C:21]2[S:22][C:23]([C:25]3[C:30]([F:31])=[CH:29][N:28]=[C:27](Cl)[N:26]=3)=[CH:24][C:20]=2[CH:19]=[CH:18][CH:17]=1)[CH3:9])([CH3:4])([CH3:3])[CH3:2].[NH2:35][CH2:36][CH2:37][N:38]1[CH:42]=[CH:41][NH:40][C:39]1=[O:43].C(N(CC)CC)C. (8) Given the product [CH3:7][C:4]1[N:3]([C:8]2[CH:22]=[CH:21][C:11]3[CH2:12][CH2:13][NH:14][CH2:15][CH2:16][C:10]=3[CH:9]=2)[C:2]([CH3:1])=[CH:6][CH:5]=1, predict the reactants needed to synthesize it. The reactants are: [CH3:1][C:2]1[N:3]([C:8]2[CH:22]=[CH:21][C:11]3[CH2:12][CH2:13][N:14](C(OC)=O)[CH2:15][CH2:16][C:10]=3[CH:9]=2)[C:4]([CH3:7])=[CH:5][CH:6]=1.[OH-].[K+].O.